From a dataset of Peptide-MHC class I binding affinity with 185,985 pairs from IEDB/IMGT. Regression. Given a peptide amino acid sequence and an MHC pseudo amino acid sequence, predict their binding affinity value. This is MHC class I binding data. The peptide sequence is VLSGYIASV. The MHC is HLA-A02:01 with pseudo-sequence HLA-A02:01. The binding affinity (normalized) is 0.898.